Dataset: Rat liver microsome stability data. Task: Regression/Classification. Given a drug SMILES string, predict its absorption, distribution, metabolism, or excretion properties. Task type varies by dataset: regression for continuous measurements (e.g., permeability, clearance, half-life) or binary classification for categorical outcomes (e.g., BBB penetration, CYP inhibition). Dataset: rlm. (1) The molecule is N#Cc1ccc(F)cc1Cn1c(N2CCC[C@@H](N)C2)nc2c(-c3ccc(F)cc3)cnc-2c1O. The result is 0 (unstable in rat liver microsomes). (2) The compound is COCCCC[C@@](O)(c1ccccc1Oc1ccccc1C)[C@@H]1CCCN(C(=O)[C@H]2C[C@@H](N)[C@@H](O)C2)C1. The result is 1 (stable in rat liver microsomes).